This data is from Catalyst prediction with 721,799 reactions and 888 catalyst types from USPTO. The task is: Predict which catalyst facilitates the given reaction. (1) Reactant: [CH:1]1([C:5]([C:7]2[CH:12]=[CH:11][CH:10]=[C:9]([CH:13]([CH3:15])[CH3:14])[C:8]=2[O:16]C2CCCCO2)=[O:6])[CH2:4][CH2:3][CH2:2]1.C(=O)(O)[O-].[Na+]. Product: [CH:1]1([C:5]([C:7]2[CH:12]=[CH:11][CH:10]=[C:9]([CH:13]([CH3:14])[CH3:15])[C:8]=2[OH:16])=[O:6])[CH2:2][CH2:3][CH2:4]1. The catalyst class is: 209. (2) Reactant: [CH2:1]([O:8][C:9]([N:11]1[CH2:16][CH2:15][N:14]([C:17]([O:19][C:20]([CH3:23])([CH3:22])[CH3:21])=[O:18])[CH2:13][CH:12]1[C:24]([OH:26])=[O:25])=[O:10])[C:2]1[CH:7]=[CH:6][CH:5]=[CH:4][CH:3]=1.[C:27]([O-])([O-])=O.[K+].[K+].COS(OC)(=O)=O. Product: [N:11]1([C:9]([O:8][CH2:1][C:2]2[CH:3]=[CH:4][CH:5]=[CH:6][CH:7]=2)=[O:10])[CH2:16][CH2:15][N:14]([C:17]([O:19][C:20]([CH3:22])([CH3:23])[CH3:21])=[O:18])[CH2:13][CH:12]1[C:24]([O:26][CH3:27])=[O:25]. The catalyst class is: 21. (3) Reactant: [F:1][C:2]1([F:17])[O:6][C:5]2[CH:7]=[CH:8][C:9]([C:11]3([C:14]([OH:16])=O)[CH2:13][CH2:12]3)=[CH:10][C:4]=2[O:3]1.C(N(CC)C(C)C)(C)C.CN(C(ON1N=NC2C=CC=NC1=2)=[N+](C)C)C.F[P-](F)(F)(F)(F)F.[CH3:51][O:52][C:53]1[CH:54]=[C:55]([CH:70]=[CH:71][C:72]=1[O:73][CH3:74])[CH2:56][CH:57]1[CH:66]([NH2:67])[C:65]2[C:60](=[CH:61][C:62]([O:68][CH3:69])=[CH:63][CH:64]=2)[O:59][CH2:58]1. Product: [F:17][C:2]1([F:1])[O:6][C:5]2[CH:7]=[CH:8][C:9]([C:11]3([C:14]([NH:67][CH:66]4[C:65]5[C:60](=[CH:61][C:62]([O:68][CH3:69])=[CH:63][CH:64]=5)[O:59][CH2:58][CH:57]4[CH2:56][C:55]4[CH:70]=[CH:71][C:72]([O:73][CH3:74])=[C:53]([O:52][CH3:51])[CH:54]=4)=[O:16])[CH2:12][CH2:13]3)=[CH:10][C:4]=2[O:3]1. The catalyst class is: 44. (4) Reactant: N[C:2]1[C:3]2[CH2:14][N:13]([C:15]([O:17][C:18]([CH3:21])([CH3:20])[CH3:19])=[O:16])[CH2:12][C:4]=2[N:5]([C:7]([O:9][CH2:10][CH3:11])=[O:8])[N:6]=1.C(ON=O)CC(C)C. Product: [C:18]([O:17][C:15]([N:13]1[CH2:14][C:3]2[CH:2]=[N:6][N:5]([C:7]([O:9][CH2:10][CH3:11])=[O:8])[C:4]=2[CH2:12]1)=[O:16])([CH3:21])([CH3:20])[CH3:19]. The catalyst class is: 7. (5) The catalyst class is: 1. Reactant: [C:1]1([Mg]Br)[CH:6]=[CH:5][CH:4]=[CH:3][CH:2]=1.[CH3:9][O:10][C:11](=[O:30])[C:12](=[CH:20][C:21]1[C:25]2=[N:26][CH:27]=[CH:28][CH:29]=[C:24]2[NH:23][CH:22]=1)[C:13]([O:15][C:16]([CH3:19])([CH3:18])[CH3:17])=[O:14]. Product: [CH3:9][O:10][C:11](=[O:30])[CH:12]([CH:20]([C:1]1[CH:6]=[CH:5][CH:4]=[CH:3][CH:2]=1)[C:21]1[C:25]2=[N:26][CH:27]=[CH:28][CH:29]=[C:24]2[NH:23][CH:22]=1)[C:13]([O:15][C:16]([CH3:18])([CH3:19])[CH3:17])=[O:14]. (6) Reactant: [CH:1]([C:3]1[CH:12]=[C:11]2[C:6]([CH2:7][CH2:8][N:9]([CH3:14])[C:10]2=[O:13])=[CH:5][CH:4]=1)=C.I([O-])(=O)(=O)=[O:16].[Na+]. Product: [CH3:14][N:9]1[CH2:8][CH2:7][C:6]2[C:11](=[CH:12][C:3]([CH:1]=[O:16])=[CH:4][CH:5]=2)[C:10]1=[O:13]. The catalyst class is: 785. (7) Reactant: [CH2:1]([N:8]1[C:16]2[C:15]([O:17][C:18]3[C:23]([CH3:24])=[CH:22][C:21]([N+:25]([O-:27])=[O:26])=[CH:20][C:19]=3[CH3:28])=[N:14][C:13](Cl)=[N:12][C:11]=2[CH:10]=[CH:9]1)[C:2]1[CH:7]=[CH:6][CH:5]=[CH:4][CH:3]=1.[NH2:30][C:31]1[CH:38]=[CH:37][C:34]([C:35]#[N:36])=[CH:33][CH:32]=1.C(O)(C(F)(F)F)=O. Product: [CH2:1]([N:8]1[C:16]2[C:15]([O:17][C:18]3[C:23]([CH3:24])=[CH:22][C:21]([N+:25]([O-:27])=[O:26])=[CH:20][C:19]=3[CH3:28])=[N:14][C:13]([NH:30][C:31]3[CH:38]=[CH:37][C:34]([C:35]#[N:36])=[CH:33][CH:32]=3)=[N:12][C:11]=2[CH:10]=[CH:9]1)[C:2]1[CH:7]=[CH:6][CH:5]=[CH:4][CH:3]=1. The catalyst class is: 6.